Task: Regression/Classification. Given a drug SMILES string, predict its absorption, distribution, metabolism, or excretion properties. Task type varies by dataset: regression for continuous measurements (e.g., permeability, clearance, half-life) or binary classification for categorical outcomes (e.g., BBB penetration, CYP inhibition). For this dataset (lipophilicity_astrazeneca), we predict Y.. Dataset: Experimental lipophilicity measurements (octanol/water distribution) for 4,200 compounds from AstraZeneca (1) The molecule is CCN(CC)C(=O)c1ccc(C(=C2CCNCC2)c2ccccc2)cc1. The Y is 1.20 logD. (2) The drug is Cc1cc2cc(C)c3nnc(SCC(=O)N4CCN(C(=O)c5ccco5)CC4)n3c2cc1C. The Y is 2.80 logD.